Dataset: Reaction yield outcomes from USPTO patents with 853,638 reactions. Task: Predict the reaction yield, written as a fraction of the theoretical maximum amount of product (1.0 means a 100% yield; for example, 0.34 means a 34% yield). (1) The reactants are [C:1]([O:5][C:6](=[O:24])[NH:7][C@@H:8]([C:13]1[CH:18]=[CH:17][C:16]([O:19][CH3:20])=[C:15]([O:21][CH2:22][CH3:23])[CH:14]=1)[CH2:9][C:10](=[O:12])[CH3:11])([CH3:4])([CH3:3])[CH3:2].[CH3:25][Li].CO. The catalyst is C1COCC1. The product is [C:1]([O:5][C:6](=[O:24])[NH:7][C@@H:8]([C:13]1[CH:18]=[CH:17][C:16]([O:19][CH3:20])=[C:15]([O:21][CH2:22][CH3:23])[CH:14]=1)[CH2:9][C:10]([OH:12])([CH3:25])[CH3:11])([CH3:4])([CH3:2])[CH3:3]. The yield is 0.140. (2) The yield is 0.300. The reactants are [CH:1]1[C:13]2[NH:12][C:11]3[C:6](=[CH:7][CH:8]=[CH:9][CH:10]=3)[C:5]=2[CH:4]=[CH:3][CH:2]=1.[Br:14][CH2:15][CH2:16][CH2:17]Br.[H-].[Na+]. The product is [Br:14][CH2:15][CH2:16][CH2:17][N:12]1[C:11]2[CH:10]=[CH:9][CH:8]=[CH:7][C:6]=2[C:5]2[C:13]1=[CH:1][CH:2]=[CH:3][CH:4]=2. The catalyst is C1COCC1.O.C(O)C. (3) The reactants are [CH3:1][C:2]1[N:3]([C:7]2[CH:12]=[CH:11][C:10]([NH:13][C:14]([NH2:16])=[NH:15])=[CH:9][CH:8]=2)[CH:4]=[CH:5][N:6]=1.[C:17]1([CH2:23][C:24]([CH:26]2[C:31](=O)[CH2:30][CH2:29][O:28][CH2:27]2)=O)[CH:22]=[CH:21][CH:20]=[CH:19][CH:18]=1. No catalyst specified. The product is [CH2:23]([C:24]1[C:26]2[CH2:27][O:28][CH2:29][CH2:30][C:31]=2[N:15]=[C:14]([NH:13][C:10]2[CH:9]=[CH:8][C:7]([N:3]3[CH:4]=[CH:5][N:6]=[C:2]3[CH3:1])=[CH:12][CH:11]=2)[N:16]=1)[C:17]1[CH:22]=[CH:21][CH:20]=[CH:19][CH:18]=1. The yield is 0.115. (4) The reactants are N([O-])=O.[Na+].S(=O)(=O)(O)O.[Br:10][C:11]1[CH:16]=[C:15]([Cl:17])[N:14]=[N:13][C:12]=1N.[OH2:19]. The catalyst is C(O)(=O)C. The product is [Br:10][C:11]1[C:12](=[O:19])[NH:13][N:14]=[C:15]([Cl:17])[CH:16]=1. The yield is 0.830.